From a dataset of Forward reaction prediction with 1.9M reactions from USPTO patents (1976-2016). Predict the product of the given reaction. (1) The product is: [F:1][C:2]([F:15])([F:14])[S:3]([O:6][C:25]1[CH:24]=[C:21]([C:22]#[N:23])[CH:20]=[CH:19][C:18]=1[CH:16]=[O:17])(=[O:5])=[O:4]. Given the reactants [F:1][C:2]([F:15])([F:14])[S:3]([O:6]S(C(F)(F)F)(=O)=O)(=[O:5])=[O:4].[CH:16]([C:18]1[CH:25]=[CH:24][C:21]([C:22]#[N:23])=[CH:20][C:19]=1O)=[O:17].C(N(CC)C(C)C)(C)C, predict the reaction product. (2) Given the reactants [F:1][C:2]([F:18])([C:11]1[CH:16]=[CH:15][C:14]([CH3:17])=[CH:13][CH:12]=1)[CH2:3][N:4]1[CH2:9][CH2:8][CH:7]([NH2:10])[CH2:6][CH2:5]1.Cl[C:20]1[C:21]2[CH:28]=[CH:27][NH:26][C:22]=2[N:23]=[CH:24][N:25]=1.CCN(C(C)C)C(C)C, predict the reaction product. The product is: [F:18][C:2]([F:1])([C:11]1[CH:12]=[CH:13][C:14]([CH3:17])=[CH:15][CH:16]=1)[CH2:3][N:4]1[CH2:5][CH2:6][CH:7]([NH:10][C:20]2[C:21]3[CH:28]=[CH:27][NH:26][C:22]=3[N:23]=[CH:24][N:25]=2)[CH2:8][CH2:9]1. (3) Given the reactants [CH:1]1([N:6]2[CH2:12][C:11]([F:14])([F:13])[C:10](=[O:15])[N:9]([CH3:16])[C:8]3[CH:17]=[N:18][C:19]([NH:21][C:22]4[CH:30]=[CH:29][C:25]([C:26](O)=[O:27])=[CH:24][C:23]=4[O:31][CH3:32])=[N:20][C:7]2=3)[CH2:5][CH2:4][CH2:3][CH2:2]1.CN(C(ON1N=NC2C=CC=NC1=2)=[N+](C)C)C.F[P-](F)(F)(F)(F)F.[NH2:57][CH:58]1[CH2:63][CH2:62][N:61](C(OC(C)(C)C)=O)[CH2:60][CH2:59]1, predict the reaction product. The product is: [CH:1]1([N:6]2[CH2:12][C:11]([F:13])([F:14])[C:10](=[O:15])[N:9]([CH3:16])[C:8]3[CH:17]=[N:18][C:19]([NH:21][C:22]4[CH:30]=[CH:29][C:25]([C:26]([NH:57][CH:58]5[CH2:63][CH2:62][NH:61][CH2:60][CH2:59]5)=[O:27])=[CH:24][C:23]=4[O:31][CH3:32])=[N:20][C:7]2=3)[CH2:5][CH2:4][CH2:3][CH2:2]1.